From a dataset of Peptide-MHC class I binding affinity with 185,985 pairs from IEDB/IMGT. Regression. Given a peptide amino acid sequence and an MHC pseudo amino acid sequence, predict their binding affinity value. This is MHC class I binding data. (1) The binding affinity (normalized) is 0.0847. The peptide sequence is SLMSRVVYK. The MHC is HLA-B27:03 with pseudo-sequence HLA-B27:03. (2) The MHC is HLA-B42:01 with pseudo-sequence HLA-B42:01. The peptide sequence is RRDYRRGL. The binding affinity (normalized) is 0.0274.